From a dataset of NCI-60 drug combinations with 297,098 pairs across 59 cell lines. Regression. Given two drug SMILES strings and cell line genomic features, predict the synergy score measuring deviation from expected non-interaction effect. (1) Drug 1: CC(C1=C(C=CC(=C1Cl)F)Cl)OC2=C(N=CC(=C2)C3=CN(N=C3)C4CCNCC4)N. Drug 2: CC=C1C(=O)NC(C(=O)OC2CC(=O)NC(C(=O)NC(CSSCCC=C2)C(=O)N1)C(C)C)C(C)C. Cell line: T-47D. Synergy scores: CSS=16.0, Synergy_ZIP=-8.18, Synergy_Bliss=-4.44, Synergy_Loewe=-48.3, Synergy_HSA=-5.76. (2) Drug 1: CC12CCC3C(C1CCC2=O)CC(=C)C4=CC(=O)C=CC34C. Drug 2: CC1C(C(CC(O1)OC2CC(OC(C2O)C)OC3=CC4=CC5=C(C(=O)C(C(C5)C(C(=O)C(C(C)O)O)OC)OC6CC(C(C(O6)C)O)OC7CC(C(C(O7)C)O)OC8CC(C(C(O8)C)O)(C)O)C(=C4C(=C3C)O)O)O)O. Cell line: RPMI-8226. Synergy scores: CSS=44.0, Synergy_ZIP=3.15, Synergy_Bliss=9.20, Synergy_Loewe=7.81, Synergy_HSA=7.09. (3) Drug 1: CC12CCC(CC1=CCC3C2CCC4(C3CC=C4C5=CN=CC=C5)C)O. Drug 2: C1=CN(C(=O)N=C1N)C2C(C(C(O2)CO)O)O.Cl. Cell line: KM12. Synergy scores: CSS=20.9, Synergy_ZIP=0.971, Synergy_Bliss=7.80, Synergy_Loewe=4.79, Synergy_HSA=6.57. (4) Drug 1: C1CN1P(=S)(N2CC2)N3CC3. Drug 2: CC(C)CN1C=NC2=C1C3=CC=CC=C3N=C2N. Cell line: RXF 393. Synergy scores: CSS=-1.08, Synergy_ZIP=0.524, Synergy_Bliss=0.933, Synergy_Loewe=-1.86, Synergy_HSA=-2.58. (5) Drug 1: CNC(=O)C1=NC=CC(=C1)OC2=CC=C(C=C2)NC(=O)NC3=CC(=C(C=C3)Cl)C(F)(F)F. Drug 2: CCN(CC)CCCC(C)NC1=C2C=C(C=CC2=NC3=C1C=CC(=C3)Cl)OC. Cell line: SK-MEL-5. Synergy scores: CSS=5.10, Synergy_ZIP=-1.09, Synergy_Bliss=1.61, Synergy_Loewe=-2.90, Synergy_HSA=-0.449. (6) Drug 1: C1CCC(CC1)NC(=O)N(CCCl)N=O. Drug 2: CN(CCCl)CCCl.Cl. Cell line: HCC-2998. Synergy scores: CSS=13.6, Synergy_ZIP=-5.45, Synergy_Bliss=-0.876, Synergy_Loewe=-6.46, Synergy_HSA=-2.73. (7) Drug 1: C1=NC2=C(N1)C(=S)N=C(N2)N. Drug 2: C1CNP(=O)(OC1)N(CCCl)CCCl. Cell line: RPMI-8226. Synergy scores: CSS=17.2, Synergy_ZIP=-1.66, Synergy_Bliss=-6.28, Synergy_Loewe=-42.9, Synergy_HSA=-6.88.